From a dataset of Reaction yield outcomes from USPTO patents with 853,638 reactions. Predict the reaction yield, written as a fraction of the theoretical maximum amount of product (1.0 means a 100% yield; for example, 0.34 means a 34% yield). (1) The reactants are [CH2:1]([O:3][C:4]1[CH:5]=[C:6]([CH:12]([NH2:18])[CH2:13][S:14]([CH3:17])(=[O:16])=[O:15])[CH:7]=[CH:8][C:9]=1[O:10][CH3:11])[CH3:2].[C:19]([NH:22][C@H:23]([C:28]([OH:30])=[O:29])[CH2:24][CH:25]([CH3:27])[CH3:26])(=[O:21])[CH3:20]. The catalyst is CO. The product is [C:19]([NH:22][C@H:23]([C:28]([OH:30])=[O:29])[CH2:24][CH:25]([CH3:26])[CH3:27])(=[O:21])[CH3:20].[CH2:1]([O:3][C:4]1[CH:5]=[C:6]([C@H:12]([NH2:18])[CH2:13][S:14]([CH3:17])(=[O:16])=[O:15])[CH:7]=[CH:8][C:9]=1[O:10][CH3:11])[CH3:2]. The yield is 0.900. (2) The reactants are [C-:1]1([CH2:6][NH:7][C:8](=[O:20])[CH2:9][CH2:10][CH2:11][CH2:12][CH2:13][CH2:14][CH2:15][CH2:16][CH2:17][CH2:18][SH:19])[CH:5]=[CH:4][CH:3]=[CH:2]1.[CH-:21]1[CH:25]=[CH:24][CH:23]=[CH:22]1.[Fe+2:26].[C:30]1([CH:35]=[CH:34][CH:33]=[CH:32][N:31]=1)[S:29][S:29][C:30]1[CH:35]=[CH:34][CH:33]=[CH:32][N:31]=1.C(N(CC)CC)C. The catalyst is CO.ClCCl. The product is [C-:1]1([CH2:6][NH:7][C:8](=[O:20])[CH2:9][CH2:10][CH2:11][CH2:12][CH2:13][CH2:14][CH2:15][CH2:16][CH2:17][CH2:18][S:19][S:29][C:30]2[CH:35]=[CH:34][CH:33]=[CH:32][N:31]=2)[CH:2]=[CH:3][CH:4]=[CH:5]1.[CH-:21]1[CH:25]=[CH:24][CH:23]=[CH:22]1.[Fe+2:26]. The yield is 0.870. (3) The reactants are [C:1]([C:3]1[CH:4]=[C:5]([CH:21]([CH3:23])[CH3:22])[C:6]2[O:10][C:9]([C:11]3[CH:19]=[CH:18][C:14]([C:15](O)=[O:16])=[CH:13][CH:12]=3)=[N:8][C:7]=2[CH:20]=1)#[N:2].CN(C(ON1N=NC2C1=CC=CC=2)=[N+](C)C)C.F[P-](F)(F)(F)(F)F.O.ON1C2C=CC=CC=2N=N1.C(N(C(C)C)CC)(C)C.[NH2:68][CH2:69][C@H:70]1[O:74][C:73](=[O:75])[NH:72][C@@H:71]1[C:76]1[CH:81]=[CH:80][C:79]([F:82])=[C:78]([F:83])[CH:77]=1. The catalyst is ClCCl.C(=O)(O)[O-].[Na+]. The product is [C:1]([C:3]1[CH:4]=[C:5]([CH:21]([CH3:22])[CH3:23])[C:6]2[O:10][C:9]([C:11]3[CH:19]=[CH:18][C:14]([C:15]([NH:68][CH2:69][C@H:70]4[O:74][C:73](=[O:75])[NH:72][C@@H:71]4[C:76]4[CH:81]=[CH:80][C:79]([F:82])=[C:78]([F:83])[CH:77]=4)=[O:16])=[CH:13][CH:12]=3)=[N:8][C:7]=2[CH:20]=1)#[N:2]. The yield is 0.451. (4) The reactants are [Si]([O:8][CH2:9][CH:10]([CH2:35][O:36][CH2:37][CH2:38][CH2:39][CH2:40][CH2:41][CH2:42][CH2:43][CH2:44][CH2:45][CH2:46][CH2:47][CH2:48][CH2:49][CH2:50][CH2:51][CH3:52])[O:11][C:12](=[O:34])[CH:13]=[CH:14][CH:15]=[CH:16][CH:17]=[CH:18][CH:19]=[CH:20][CH:21]=[CH:22][CH:23]=[CH:24][CH2:25][CH2:26][CH2:27][CH2:28][CH2:29][CH2:30][CH2:31][CH2:32][CH3:33])(C(C)(C)C)(C)C.C(O)(=O)C.CCCC[N+](CCCC)(CCCC)CCCC.[F-].O. The catalyst is C1COCC1. The product is [C:12]([O:11][CH:10]([CH2:9][OH:8])[CH2:35][O:36][CH2:37][CH2:38][CH2:39][CH2:40][CH2:41][CH2:42][CH2:43][CH2:44][CH2:45][CH2:46][CH2:47][CH2:48][CH2:49][CH2:50][CH2:51][CH3:52])(=[O:34])/[CH:13]=[CH:14]\[CH:15]=[CH:16][CH:17]=[CH:18][CH:19]=[CH:20][CH:21]=[CH:22][CH:23]=[CH:24][CH2:25][CH2:26][CH2:27][CH2:28][CH2:29][CH2:30][CH2:31][CH2:32][CH3:33]. The yield is 0.480. (5) The reactants are [O:1]=[C:2]1[C:10]2[C:5](=[CH:6][CH:7]=[CH:8][CH:9]=2)[C:4](=[O:11])[N:3]1[CH2:12][C:13]([OH:15])=O.[CH3:16][C:17]1(C)[O:22]C(=O)[CH2:20][C:19](=O)[O:18]1.C1CCC(N=C=NC2CCCCC2)CC1. The catalyst is CN(C)C1C=CN=CC=1.ClCCl. The product is [O:11]=[C:4]1[C:5]2[C:10](=[CH:9][CH:8]=[CH:7][CH:6]=2)[C:2](=[O:1])[N:3]1[CH2:12][C:13](=[O:15])[CH2:16][C:17]([O:18][CH2:19][CH3:20])=[O:22]. The yield is 0.850. (6) The reactants are CO[C:3](=[O:31])[CH2:4][CH2:5][C:6]1[C:7]([NH:22][C:23]2[C:28]([F:29])=[CH:27][CH:26]=[CH:25][C:24]=2[F:30])=[N:8][C:9]([S:20][CH3:21])=[N:10][C:11]=1[C:12]1[CH:17]=[CH:16][C:15]([F:18])=[CH:14][C:13]=1[CH3:19].C[O-].[Na+]. The catalyst is CO. The product is [F:30][C:24]1[CH:25]=[CH:26][CH:27]=[C:28]([F:29])[C:23]=1[N:22]1[C:7]2[N:8]=[C:9]([S:20][CH3:21])[N:10]=[C:11]([C:12]3[CH:17]=[CH:16][C:15]([F:18])=[CH:14][C:13]=3[CH3:19])[C:6]=2[CH2:5][CH2:4][C:3]1=[O:31]. The yield is 0.210. (7) The reactants are Br[C:2]1([C:9]2[CH:14]=[CH:13][CH:12]=[CH:11][CH:10]=2)[CH:7]=[CH:6][CH:5]=[CH:4][CH:3]1Br.Cl[Si:16](C)([CH3:18])[CH3:17]. The catalyst is C1COCC1. The product is [CH3:17][Si:16]1([CH3:18])[C:10]2[CH:11]=[CH:12][CH:13]=[CH:14][C:9]=2[C:2]2[CH:7]=[CH:6][CH:5]=[CH:4][C:3]1=2. The yield is 0.770. (8) The reactants are [CH:1]1([C@@H:6]2[NH:11][C:10](=[O:12])[C@H:9]([CH2:13][CH:14]([CH3:16])[CH3:15])[NH:8][CH2:7]2)[CH2:5][CH2:4][CH2:3][CH2:2]1.[F:17][C:18]1[CH:23]=[CH:22][C:21]([C:24]2[O:28][N:27]=[C:26]([C:29](O)=[O:30])[CH:25]=2)=[CH:20][CH:19]=1.C([C@@H]1N(C(=O)/C=C/C2C=CC=CC=2)C[C@H](CC(C)C)NC1=O)C(C)C. No catalyst specified. The product is [CH:1]1([C@@H:6]2[NH:11][C:10](=[O:12])[C@H:9]([CH2:13][CH:14]([CH3:16])[CH3:15])[N:8]([C:29]([C:26]3[CH:25]=[C:24]([C:21]4[CH:22]=[CH:23][C:18]([F:17])=[CH:19][CH:20]=4)[O:28][N:27]=3)=[O:30])[CH2:7]2)[CH2:2][CH2:3][CH2:4][CH2:5]1. The yield is 0.610. (9) The reactants are [Cl:1][C:2]1[CH:28]=[CH:27][C:5]([C:6]([O:8]/[N:9]=[C:10](\[NH2:26])/[CH2:11][CH2:12][CH2:13][O:14][C:15]2[CH:16]=[C:17]3[C:22](=[CH:23][CH:24]=2)[NH:21][C:20](=[O:25])[CH2:19][CH2:18]3)=O)=[CH:4][CH:3]=1.CCCC[N+](CCCC)(CCCC)CCCC.[F-]. The catalyst is CN(C=O)C.C1COCC1. The product is [Cl:1][C:2]1[CH:28]=[CH:27][C:5]([C:6]2[O:8][N:9]=[C:10]([CH2:11][CH2:12][CH2:13][O:14][C:15]3[CH:16]=[C:17]4[C:22](=[CH:23][CH:24]=3)[NH:21][C:20](=[O:25])[CH2:19][CH2:18]4)[N:26]=2)=[CH:4][CH:3]=1. The yield is 0.710.